The task is: Predict the reaction yield, written as a fraction of the theoretical maximum amount of product (1.0 means a 100% yield; for example, 0.34 means a 34% yield).. This data is from Reaction yield outcomes from USPTO patents with 853,638 reactions. (1) The reactants are [F:1][CH:2]([F:14])[O:3][C:4]1[N:9]=[C:8]2[S:10][C:11]([NH2:13])=[N:12][C:7]2=[CH:6][CH:5]=1.[N:15]1([C:20](N2C=CN=C2)=[S:21])[CH:19]=[CH:18][N:17]=[CH:16]1. The catalyst is C(#N)C. The product is [F:14][CH:2]([F:1])[O:3][C:4]1[N:9]=[C:8]2[S:10][C:11]([NH:13][C:20]([N:15]3[CH:19]=[CH:18][N:17]=[CH:16]3)=[S:21])=[N:12][C:7]2=[CH:6][CH:5]=1. The yield is 0.510. (2) The reactants are Br[CH2:2][C:3]([N:5]1[CH2:14][CH2:13][C:12]2[C:7](=[CH:8][CH:9]=[C:10]([C:16]3[N:20]=[C:19]([C:21]4[CH:26]=[CH:25][C:24]([O:27][CH:28]([CH3:30])[CH3:29])=[C:23]([Cl:31])[CH:22]=4)[O:18][N:17]=3)[C:11]=2[CH3:15])[CH2:6]1)=[O:4].[C:32](=[O:35])([O-])[O-].[K+].[K+].[NH:38](CCO)[CH2:39][CH2:40][OH:41]. The catalyst is C(#N)C. The product is [ClH:31].[Cl:31][C:23]1[CH:22]=[C:21]([C:19]2[O:18][N:17]=[C:16]([C:10]3[C:11]([CH3:15])=[C:12]4[C:7](=[CH:8][CH:9]=3)[CH2:6][N:5]([C:3](=[O:4])[CH2:2][NH:38][CH:39]([CH2:32][OH:35])[CH2:40][OH:41])[CH2:14][CH2:13]4)[N:20]=2)[CH:26]=[CH:25][C:24]=1[O:27][CH:28]([CH3:30])[CH3:29]. The yield is 0.0700. (3) The reactants are C[N:2]([C@@:10]1([CH3:15])[CH2:14][CH2:13][NH:12][CH2:11]1)[C:3](=O)OC(C)(C)C.C(N(CC)CC)C.[C:23]([C:25]1[C:30]2[N:31]=[C:32]([C:34]([N:36]([CH3:38])[CH3:37])=[O:35])[O:33][C:29]=2[C:28](F)=[C:27]([C:40]2[CH:45]=[CH:44][CH:43]=[C:42]([F:46])[CH:41]=2)[C:26]=1[CH3:47])#[N:24]. The catalyst is CS(C)=O. The product is [C:23]([C:25]1[C:30]2[N:31]=[C:32]([C:34]([N:36]([CH3:38])[CH3:37])=[O:35])[O:33][C:29]=2[C:28]([N:12]2[CH2:13][CH2:14][C@:10]([CH3:15])([NH:2][CH3:3])[CH2:11]2)=[C:27]([C:40]2[CH:45]=[CH:44][CH:43]=[C:42]([F:46])[CH:41]=2)[C:26]=1[CH3:47])#[N:24]. The yield is 0.210. (4) The product is [O:1]1[CH:5]=[CH:4][CH:3]=[C:2]1[C:6]1[O:7][C:8]([CH3:36])=[C:9]([CH2:11][O:12][C:13]2[CH:33]=[CH:32][C:16]([CH2:17][O:18][C:19]3[CH:23]=[C:22]([CH:24]=[O:25])[N:21]([C:26]4[CH:27]=[CH:28][CH:29]=[CH:30][CH:31]=4)[N:20]=3)=[CH:15][C:14]=2[O:34][CH3:35])[N:10]=1. The yield is 0.770. The catalyst is [O-2].[O-2].[Mn+4].O1CCCC1. The reactants are [O:1]1[CH:5]=[CH:4][CH:3]=[C:2]1[C:6]1[O:7][C:8]([CH3:36])=[C:9]([CH2:11][O:12][C:13]2[CH:33]=[CH:32][C:16]([CH2:17][O:18][C:19]3[CH:23]=[C:22]([CH2:24][OH:25])[N:21]([C:26]4[CH:31]=[CH:30][CH:29]=[CH:28][CH:27]=4)[N:20]=3)=[CH:15][C:14]=2[O:34][CH3:35])[N:10]=1. (5) The reactants are [OH:1][C:2]1[CH:9]=[CH:8][C:5]([CH:6]=[O:7])=[CH:4][C:3]=1[N+:10]([O-:12])=[O:11].C(=O)([O-])[O-].[K+].[K+].I[CH2:20][CH3:21].CN(C)C=O. The catalyst is O. The product is [CH2:20]([O:1][C:2]1[CH:9]=[CH:8][C:5]([CH:6]=[O:7])=[CH:4][C:3]=1[N+:10]([O-:12])=[O:11])[CH3:21]. The yield is 1.00. (6) The catalyst is C(Cl)Cl. The product is [CH3:13][O:15][C:16](=[O:21])[CH2:17][CH2:25][CH2:26][CH2:27][CH2:28][CH2:7][C:5](=[O:6])[C:2]([F:4])([F:3])[F:1]. The reactants are [F:1][C:2]([C:5]([C:7](F)(F)F)=[O:6])([F:4])[F:3].FC(F)(F)[C:13]([O:15][C:16](=[O:21])[C:17](F)(F)F)=O.N1C=[CH:28][CH:27]=[CH:26][CH:25]=1.O. The yield is 0.490. (7) The reactants are [N:1]1([C:7]2[N:15]=[C:14]([C:16]3[CH:17]=[C:18]([OH:22])[CH:19]=[N:20][CH:21]=3)[N:13]=[C:12]3[C:8]=2[N:9]=[CH:10][N:11]3[CH:23]2[CH2:28][CH2:27][NH:26][CH2:25][CH2:24]2)[CH2:6][CH2:5][O:4][CH2:3][CH2:2]1.[CH:29](=O)[C:30]1[CH:35]=[CH:34][CH:33]=[CH:32][CH:31]=1. No catalyst specified. The product is [CH2:29]([N:26]1[CH2:27][CH2:28][CH:23]([N:11]2[CH:10]=[N:9][C:8]3[C:12]2=[N:13][C:14]([C:16]2[CH:17]=[C:18]([OH:22])[CH:19]=[N:20][CH:21]=2)=[N:15][C:7]=3[N:1]2[CH2:2][CH2:3][O:4][CH2:5][CH2:6]2)[CH2:24][CH2:25]1)[C:30]1[CH:35]=[CH:34][CH:33]=[CH:32][CH:31]=1. The yield is 0.320.